Dataset: Full USPTO retrosynthesis dataset with 1.9M reactions from patents (1976-2016). Task: Predict the reactants needed to synthesize the given product. (1) The reactants are: [CH3:1][N:2]1[C:6]([C:7](OCC)=O)=[CH:5][C:4]([CH3:12])=[N:3]1.C[N:14]1C(C#N)=CC=N1. Given the product [CH3:1][N:2]1[C:6]([C:7]#[N:14])=[CH:5][C:4]([CH3:12])=[N:3]1, predict the reactants needed to synthesize it. (2) Given the product [F:31][C:25]1[CH:26]=[CH:27][CH:28]=[C:29]2[C:24]=1[C:22](=[O:23])[C:16]([C:17]([O:19][CH2:20][CH3:21])=[O:18])=[N:14][NH:15]2, predict the reactants needed to synthesize it. The reactants are: C(P(CCCC)CCCC)CCC.[N+:14](=[C:16]([C:22]([C:24]1[C:29](F)=[CH:28][CH:27]=[CH:26][C:25]=1[F:31])=[O:23])[C:17]([O:19][CH2:20][CH3:21])=[O:18])=[N-:15]. (3) Given the product [N:11]1[CH:10]=[C:9]([CH:6]2[CH2:5][CH2:4][CH2:3][N:2]2[CH3:1])[CH:14]=[CH:13][CH:12]=1, predict the reactants needed to synthesize it. The reactants are: [CH3:1][N:2]1[C:6]([C:9]2[CH:14]=[CH:13][CH:12]=[N:11][CH:10]=2)(C#N)[CH2:5][CH2:4][CH2:3]1.CC(C[AlH]CC(C)C)C.